The task is: Regression. Given two drug SMILES strings and cell line genomic features, predict the synergy score measuring deviation from expected non-interaction effect.. This data is from NCI-60 drug combinations with 297,098 pairs across 59 cell lines. (1) Drug 1: CS(=O)(=O)C1=CC(=C(C=C1)C(=O)NC2=CC(=C(C=C2)Cl)C3=CC=CC=N3)Cl. Drug 2: CC1=C2C(C(=O)C3(C(CC4C(C3C(C(C2(C)C)(CC1OC(=O)C(C(C5=CC=CC=C5)NC(=O)OC(C)(C)C)O)O)OC(=O)C6=CC=CC=C6)(CO4)OC(=O)C)OC)C)OC. Cell line: HCT116. Synergy scores: CSS=71.5, Synergy_ZIP=12.1, Synergy_Bliss=11.6, Synergy_Loewe=-24.3, Synergy_HSA=11.8. (2) Drug 1: C1CC(=O)NC(=O)C1N2CC3=C(C2=O)C=CC=C3N. Drug 2: CC1=C(C(=O)C2=C(C1=O)N3CC4C(C3(C2COC(=O)N)OC)N4)N. Cell line: NCI-H522. Synergy scores: CSS=31.8, Synergy_ZIP=-5.72, Synergy_Bliss=1.84, Synergy_Loewe=-10.4, Synergy_HSA=3.89. (3) Synergy scores: CSS=9.24, Synergy_ZIP=-1.88, Synergy_Bliss=-1.24, Synergy_Loewe=-2.29, Synergy_HSA=-1.27. Cell line: CAKI-1. Drug 1: C1CCN(CC1)CCOC2=CC=C(C=C2)C(=O)C3=C(SC4=C3C=CC(=C4)O)C5=CC=C(C=C5)O. Drug 2: CNC(=O)C1=CC=CC=C1SC2=CC3=C(C=C2)C(=NN3)C=CC4=CC=CC=N4. (4) Drug 1: CCC(=C(C1=CC=CC=C1)C2=CC=C(C=C2)OCCN(C)C)C3=CC=CC=C3.C(C(=O)O)C(CC(=O)O)(C(=O)O)O. Drug 2: CC(C)CN1C=NC2=C1C3=CC=CC=C3N=C2N. Cell line: HCT-15. Synergy scores: CSS=52.9, Synergy_ZIP=-2.53, Synergy_Bliss=-5.95, Synergy_Loewe=-5.00, Synergy_HSA=-4.99. (5) Drug 1: CN(C)N=NC1=C(NC=N1)C(=O)N. Drug 2: CC(C)CN1C=NC2=C1C3=CC=CC=C3N=C2N. Cell line: HCT-15. Synergy scores: CSS=0.310, Synergy_ZIP=-0.524, Synergy_Bliss=-2.01, Synergy_Loewe=-4.09, Synergy_HSA=-4.25. (6) Drug 1: C1=CN(C(=O)N=C1N)C2C(C(C(O2)CO)O)O.Cl. Drug 2: CN1C2=C(C=C(C=C2)N(CCCl)CCCl)N=C1CCCC(=O)O.Cl. Cell line: K-562. Synergy scores: CSS=23.1, Synergy_ZIP=-2.64, Synergy_Bliss=-5.82, Synergy_Loewe=-28.4, Synergy_HSA=-4.71. (7) Drug 1: CCC1(CC2CC(C3=C(CCN(C2)C1)C4=CC=CC=C4N3)(C5=C(C=C6C(=C5)C78CCN9C7C(C=CC9)(C(C(C8N6C=O)(C(=O)OC)O)OC(=O)C)CC)OC)C(=O)OC)O.OS(=O)(=O)O. Drug 2: CN(CCCl)CCCl.Cl. Cell line: HT29. Synergy scores: CSS=29.3, Synergy_ZIP=-2.14, Synergy_Bliss=-2.73, Synergy_Loewe=-11.7, Synergy_HSA=-5.53.